Dataset: Forward reaction prediction with 1.9M reactions from USPTO patents (1976-2016). Task: Predict the product of the given reaction. (1) Given the reactants [CH3:1][O:2][C:3]([NH:5][C@@H:6]([CH:10]([CH3:12])[CH3:11])[C:7]([OH:9])=O)=[O:4].CN(C(ON1N=NC2C=CC=NC1=2)=[N+](C)C)C.F[P-](F)(F)(F)(F)F.[NH2:37][C@H:38]([CH2:42][C@H:43]([NH:59][C:60]([C:62]1[NH:63][N:64]=[N:65][CH:66]=1)=[O:61])[CH2:44][C:45]1[CH:50]=[CH:49][C:48]([C:51]2[CH:56]=[C:55]([Cl:57])[CH:54]=[CH:53][C:52]=2[F:58])=[CH:47][CH:46]=1)[C:39]([OH:41])=[O:40].CCN(C(C)C)C(C)C, predict the reaction product. The product is: [Cl:57][C:55]1[CH:54]=[CH:53][C:52]([F:58])=[C:51]([C:48]2[CH:49]=[CH:50][C:45]([CH2:44][C@@H:43]([NH:59][C:60]([C:62]3[N:63]=[N:64][NH:65][CH:66]=3)=[O:61])[CH2:42][C@@H:38]([NH:37][C:7](=[O:9])[C@@H:6]([NH:5][C:3]([O:2][CH3:1])=[O:4])[CH:10]([CH3:12])[CH3:11])[C:39]([OH:41])=[O:40])=[CH:46][CH:47]=2)[CH:56]=1. (2) Given the reactants [NH:1]([C:6]([O:8][CH2:9][C:10]1[CH:15]=[CH:14][CH:13]=[CH:12][CH:11]=1)=[O:7])[CH2:2][C:3]([OH:5])=O.C(N1CCOCC1)C.[B-](F)(F)(F)F.CCOC(C(C#N)=NOC(N(C)C)=[N+](C)C)=O.[CH2:46]([O:50][C:51]([N:53]1[CH2:58][CH2:57][NH:56][CH2:55][CH2:54]1)=[O:52])[CH2:47][CH2:48][CH3:49].C([O-])(O)=O.[Na+], predict the reaction product. The product is: [CH2:46]([O:50][C:51]([N:53]1[CH2:58][CH2:57][N:56]([C:3](=[O:5])[CH2:2][NH:1][C:6]([O:8][CH2:9][C:10]2[CH:15]=[CH:14][CH:13]=[CH:12][CH:11]=2)=[O:7])[CH2:55][CH2:54]1)=[O:52])[CH2:47][CH2:48][CH3:49].